From a dataset of Peptide-MHC class I binding affinity with 185,985 pairs from IEDB/IMGT. Regression. Given a peptide amino acid sequence and an MHC pseudo amino acid sequence, predict their binding affinity value. This is MHC class I binding data. (1) The binding affinity (normalized) is 0.145. The peptide sequence is RCFYVELIR. The MHC is HLA-A03:01 with pseudo-sequence HLA-A03:01. (2) The peptide sequence is KSIHIVVTM. The MHC is HLA-B58:01 with pseudo-sequence HLA-B58:01. The binding affinity (normalized) is 0.954. (3) The peptide sequence is KAALDLSHFL. The MHC is HLA-A68:02 with pseudo-sequence HLA-A68:02. The binding affinity (normalized) is 0.